Dataset: Full USPTO retrosynthesis dataset with 1.9M reactions from patents (1976-2016). Task: Predict the reactants needed to synthesize the given product. (1) The reactants are: [CH3:1][NH:2][CH2:3][CH2:4][C@H:5]([O:11][C:12]1[CH:13]=[CH:14][CH:15]=[C:16]2[CH:21]=[CH:20][CH:19]=[CH:18][C:17]=12)[C:6]1[S:10][CH:9]=[CH:8][CH:7]=1.[C:22]([Cl:25])(=O)C.[ClH:26].[OH-].[Na+]. Given the product [ClH:25].[ClH:26].[CH3:1][NH:2][CH2:3][CH2:4][C@:5]([CH3:22])([O:11][C:12]1[C:17]2[C:16](=[CH:21][CH:20]=[CH:19][CH:18]=2)[CH:15]=[CH:14][CH:13]=1)[C:6]1[S:10][CH:9]=[CH:8][CH:7]=1, predict the reactants needed to synthesize it. (2) Given the product [C:14]([CH:7]([C:8]1[CH:13]=[CH:12][CH:11]=[CH:10][CH:9]=1)[CH:6]([CH3:16])[C:5]([OH:17])=[O:4])#[N:15], predict the reactants needed to synthesize it. The reactants are: [I-].[Li+].C[O:4][C:5](=[O:17])[CH:6]([CH3:16])[CH:7]([C:14]#[N:15])[C:8]1[CH:13]=[CH:12][CH:11]=[CH:10][CH:9]=1.OS(O)(=O)=O. (3) Given the product [CH2:1]([O:8][C@@H:9]1[C@@H:18]([O:19][CH2:20][C:21]2[CH:26]=[CH:25][CH:24]=[CH:23][CH:22]=2)[C@H:17]([CH3:27])[O:16][C@@H:11]([OH:12])[C@@H:10]1[O:28][C:29](=[O:35])[CH2:30][CH2:31][C:32]([CH3:34])=[O:33])[C:2]1[CH:7]=[CH:6][CH:5]=[CH:4][CH:3]=1, predict the reactants needed to synthesize it. The reactants are: [CH2:1]([O:8][C@@H:9]1[C@@H:18]([O:19][CH2:20][C:21]2[CH:26]=[CH:25][CH:24]=[CH:23][CH:22]=2)[C@H:17]([CH3:27])[O:16][C@@H:11]([O:12]CC=C)[C@@H:10]1[O:28][C:29](=[O:35])[CH2:30][CH2:31][C:32]([CH3:34])=[O:33])[C:2]1[CH:7]=[CH:6][CH:5]=[CH:4][CH:3]=1.II. (4) The reactants are: [Cl:1][C:2]1[N:7]=[C:6]([CH3:8])[C:5]([NH2:9])=[CH:4][CH:3]=1.C(N(CC)CC)C.[C:17](OC(=O)C)(=[O:19])[CH3:18]. Given the product [Cl:1][C:2]1[N:7]=[C:6]([CH3:8])[C:5]([NH:9][C:17](=[O:19])[CH3:18])=[CH:4][CH:3]=1, predict the reactants needed to synthesize it. (5) Given the product [Br:1][C:2]1[CH:9]=[CH:8][C:5]([CH2:6][NH:11][CH2:12][C:13]([O:15][C:16]([CH3:19])([CH3:18])[CH3:17])=[O:14])=[CH:4][CH:3]=1, predict the reactants needed to synthesize it. The reactants are: [Br:1][C:2]1[CH:9]=[CH:8][C:5]([CH:6]=O)=[CH:4][CH:3]=1.Cl.[NH2:11][CH2:12][C:13]([O:15][C:16]([CH3:19])([CH3:18])[CH3:17])=[O:14].[O-]S([O-])(=O)=O.[Mg+2].[BH4-].[Na+]. (6) Given the product [CH:25]([C:4]1[CH:3]=[C:2]([Cl:1])[CH:11]=[CH:10][C:5]=1[C:6]([NH:8][CH3:9])=[O:7])=[O:26], predict the reactants needed to synthesize it. The reactants are: [Cl:1][C:2]1[CH:11]=[CH:10][C:5]([C:6]([NH:8][CH3:9])=[O:7])=[CH:4][CH:3]=1.C([Li])CCC.CN([CH:25]=[O:26])C1C=CC=CC=1.Cl. (7) The reactants are: [C:1]1([C:7](=[O:11])[C:8]([OH:10])=[O:9])[CH:6]=[CH:5][CH:4]=[CH:3][CH:2]=1.[OH-].[Na+].[N+]([O-])([O-])=O.[Ag+:18]. Given the product [C:1]1([C:7](=[O:11])[C:8]([O-:10])=[O:9])[CH:6]=[CH:5][CH:4]=[CH:3][CH:2]=1.[Ag+:18], predict the reactants needed to synthesize it. (8) Given the product [CH2:8]([NH:9][C:10]1[CH:32]=[N:31][C:13]2[NH:14][C:15]3[CH:20]=[N:19][C:18]([C:21]#[N:22])=[CH:17][C:16]=3[C:12]=2[CH:11]=1)[CH3:7], predict the reactants needed to synthesize it. The reactants are: C(C([CH2:7][CH2:8][NH:9][C:10]1[CH:32]=[N:31][C:13]2[N:14](COCC[Si](C)(C)C)[C:15]3[CH:20]=[N:19][C:18]([C:21]#[N:22])=[CH:17][C:16]=3[C:12]=2[CH:11]=1)=O)(C)(C)C.Br.[OH-].[Na+].Cl.